From a dataset of Forward reaction prediction with 1.9M reactions from USPTO patents (1976-2016). Predict the product of the given reaction. (1) The product is: [CH2:29]([O:28][C:20]1[CH:21]=[C:22]([CH:26]=[CH:27][C:19]=1[NH:18][C:2]1[N:12]=[C:11]2[C:5]([N:6]([CH3:17])[C:7](=[O:16])[CH2:8][CH2:9][N:10]2[CH:13]([CH3:15])[CH3:14])=[CH:4][N:3]=1)[C:23]([OH:25])=[O:24])[CH3:30]. Given the reactants Cl[C:2]1[N:12]=[C:11]2[C:5]([N:6]([CH3:17])[C:7](=[O:16])[CH2:8][CH2:9][N:10]2[CH:13]([CH3:15])[CH3:14])=[CH:4][N:3]=1.[NH2:18][C:19]1[CH:27]=[CH:26][C:22]([C:23]([OH:25])=[O:24])=[CH:21][C:20]=1[O:28][CH2:29][CH3:30].O.C1(C)C=CC(S(O)(=O)=O)=CC=1, predict the reaction product. (2) Given the reactants [OH-].[Na+].[C:3]([O:22][CH2:23][CH:24]([OH:27])[CH:25]=[CH2:26])([C:16]1[CH:21]=[CH:20][CH:19]=[CH:18][CH:17]=1)([C:10]1[CH:15]=[CH:14][CH:13]=[CH:12][CH:11]=1)[C:4]1[CH:9]=[CH:8][CH:7]=[CH:6][CH:5]=1.Br[CH2:29][C:30]([O:32][C:33]([CH3:36])([CH3:35])[CH3:34])=[O:31].O, predict the reaction product. The product is: [C:3]([O:22][CH2:23][CH:24]([O:27][CH2:29][C:30]([O:32][C:33]([CH3:36])([CH3:35])[CH3:34])=[O:31])[CH:25]=[CH2:26])([C:10]1[CH:15]=[CH:14][CH:13]=[CH:12][CH:11]=1)([C:16]1[CH:17]=[CH:18][CH:19]=[CH:20][CH:21]=1)[C:4]1[CH:9]=[CH:8][CH:7]=[CH:6][CH:5]=1.